Dataset: Reaction yield outcomes from USPTO patents with 853,638 reactions. Task: Predict the reaction yield, written as a fraction of the theoretical maximum amount of product (1.0 means a 100% yield; for example, 0.34 means a 34% yield). (1) The reactants are [CH3:1][O:2][C:3]([C:5]1[S:6][C:7]([C:11]2[CH:16]=[CH:15][CH:14]=[CH:13][CH:12]=2)=[CH:8][C:9]=1[NH2:10])=[O:4].[Cl:17][C:18]1[CH:26]=[CH:25][C:21]([C:22](Cl)=[O:23])=[CH:20][CH:19]=1. The catalyst is N1C=CC=CC=1. The product is [CH3:1][O:2][C:3]([C:5]1[S:6][C:7]([C:11]2[CH:16]=[CH:15][CH:14]=[CH:13][CH:12]=2)=[CH:8][C:9]=1[NH:10][C:22](=[O:23])[C:21]1[CH:25]=[CH:26][C:18]([Cl:17])=[CH:19][CH:20]=1)=[O:4]. The yield is 0.910. (2) The reactants are [H-].[Na+].[Br:3][C:4]1[CH:5]=[CH:6][C:7](=[O:10])[NH:8][CH:9]=1.[CH3:11]I. The catalyst is C1COCC1. The product is [Br:3][C:4]1[CH:5]=[CH:6][C:7](=[O:10])[N:8]([CH3:11])[CH:9]=1. The yield is 0.968. (3) The reactants are [Cl:1][C:2]1[CH:7]=[C:6]([Cl:8])[CH:5]=[CH:4][C:3]=1[C:9]1[C:17]2[O:16][CH:15]([CH2:18][NH2:19])[CH2:14][C:13]=2[CH:12]=[CH:11][CH:10]=1.C(N(C(C)C)CC)(C)C.Cl[C:30]([O:32][CH2:33][C:34]1[CH:39]=[CH:38][CH:37]=[CH:36][CH:35]=1)=[O:31].C(OC(=O)NCC1CC2C=CC=C(C3CCCC3)C=2O1)C1C=CC=CC=1. The product is [CH2:33]([O:32][C:30](=[O:31])[NH:19][CH2:18][CH:15]1[CH2:14][C:13]2[CH:12]=[CH:11][CH:10]=[C:9]([C:3]3[CH:4]=[CH:5][C:6]([Cl:8])=[CH:7][C:2]=3[Cl:1])[C:17]=2[O:16]1)[C:34]1[CH:39]=[CH:38][CH:37]=[CH:36][CH:35]=1. The yield is 0.870. No catalyst specified.